Dataset: Reaction yield outcomes from USPTO patents with 853,638 reactions. Task: Predict the reaction yield, written as a fraction of the theoretical maximum amount of product (1.0 means a 100% yield; for example, 0.34 means a 34% yield). (1) The reactants are [CH3:1][N:2]1[C:7]([CH:8]2[CH2:12][CH2:11][NH:10][CH2:9]2)=[CH:6][C:5]([C:13]2[CH:18]=[CH:17][N:16]=[CH:15][CH:14]=2)=[C:4]([C:19]2[CH:28]=[CH:27][C:26]3[C:21](=[CH:22][CH:23]=[CH:24][CH:25]=3)[CH:20]=2)[C:3]1=[O:29].CN1C(=O)C(C2C=CC3C(=CC=CC=3)C=2)=C(C2C=CN=CC=2)C=C1C1CCNCC1.[C:60]([O:64][C:65](=[O:70])[NH:66][CH2:67][CH:68]=O)([CH3:63])([CH3:62])[CH3:61].C(O[BH-](OC(=O)C)OC(=O)C)(=O)C.[Na+].C([O-])(O)=O.[Na+]. The catalyst is C(Cl)(Cl)Cl.C(Cl)Cl. The product is [C:60]([O:64][C:65](=[O:70])[NH:66][CH2:67][CH2:68][N:10]1[CH2:11][CH2:12][CH:8]([C:7]2[N:2]([CH3:1])[C:3](=[O:29])[C:4]([C:19]3[CH:28]=[CH:27][C:26]4[C:21](=[CH:22][CH:23]=[CH:24][CH:25]=4)[CH:20]=3)=[C:5]([C:13]3[CH:18]=[CH:17][N:16]=[CH:15][CH:14]=3)[CH:6]=2)[CH2:9]1)([CH3:63])([CH3:62])[CH3:61]. The yield is 0.180. (2) The reactants are [F:1][C:2]1[CH:48]=[CH:47][C:5]([CH2:6][N:7]2[C:16](=[O:17])[C:15]([C:18]3[NH:23][C:22]4[CH:24]=[CH:25][C:26]([NH:28][S:29]([NH:32]C(=O)OCC5C=CC=CC=5)(=[O:31])=[O:30])=[CH:27][C:21]=4[S:20](=[O:44])(=[O:43])[N:19]=3)=[C:14]([OH:45])[C@H:13]3[C@@H:8]2[C@H:9]2[CH2:46][C@@H:12]3[CH2:11][CH2:10]2)=[CH:4][CH:3]=1. The catalyst is CO. The product is [F:1][C:2]1[CH:48]=[CH:47][C:5]([CH2:6][N:7]2[C:16](=[O:17])[C:15]([C:18]3[NH:23][C:22]4[CH:24]=[CH:25][C:26]([NH:28][S:29]([NH2:32])(=[O:31])=[O:30])=[CH:27][C:21]=4[S:20](=[O:43])(=[O:44])[N:19]=3)=[C:14]([OH:45])[C@H:13]3[C@@H:8]2[C@H:9]2[CH2:46][C@@H:12]3[CH2:11][CH2:10]2)=[CH:4][CH:3]=1. The yield is 0.587. (3) The reactants are C([O:3][C:4](=[O:27])[C:5]1[CH:17]=[C:16]([C:18]([N:20]2[CH2:24][CH2:23][C:22]([F:26])([F:25])[CH2:21]2)=[O:19])[CH:15]=[C:7]([C:8]([N:10]([CH3:14])[CH2:11][CH2:12][CH3:13])=[O:9])[CH:6]=1)C.[OH-].[Li+].C1COCC1.Cl. The catalyst is O. The product is [F:26][C:22]1([F:25])[CH2:23][CH2:24][N:20]([C:18]([C:16]2[CH:15]=[C:7]([C:8]([N:10]([CH3:14])[CH2:11][CH2:12][CH3:13])=[O:9])[CH:6]=[C:5]([CH:17]=2)[C:4]([OH:27])=[O:3])=[O:19])[CH2:21]1. The yield is 1.00. (4) The reactants are [NH2:1][CH2:2][CH2:3][CH2:4][C:5]1[CH:10]=[CH:9][N:8]=[CH:7][CH:6]=1.[C:11](N1C=CN=C1)(N1C=CN=C1)=[S:12].Cl.[C:24]12([CH2:34][CH2:35][NH:36][CH2:37][CH2:38][CH2:39][CH2:40][CH3:41])[CH2:33][CH:28]3[CH2:29][CH:30]([CH2:32][CH:26]([CH2:27]3)[CH2:25]1)[CH2:31]2.C(=O)([O-])O.[Na+]. The catalyst is O1CCCC1.C(OCC)(=O)C. The product is [C:24]12([CH2:34][CH2:35][N:36]([CH2:37][CH2:38][CH2:39][CH2:40][CH3:41])[C:11]([NH:1][CH2:2][CH2:3][CH2:4][C:5]3[CH:10]=[CH:9][N:8]=[CH:7][CH:6]=3)=[S:12])[CH2:31][CH:30]3[CH2:29][CH:28]([CH2:27][CH:26]([CH2:32]3)[CH2:25]1)[CH2:33]2. The yield is 0.240. (5) The reactants are Br[C:2]1[CH:3]=[C:4]([CH2:10][CH2:11][N:12]2[CH:17]=[CH:16][CH:15]=[CH:14][C:13]2=[O:18])[CH:5]=[CH:6][C:7]=1[O:8][CH3:9].[N+:19]([C:22]1[CH:23]=[C:24](B(O)O)[CH:25]=[CH:26][CH:27]=1)([O-:21])=[O:20].C1C=CC(P(C2C=CC=CC=2)C2C=CC=CC=2)=CC=1.C(=O)([O-])[O-].[K+].[K+]. The catalyst is CCOCC.C([O-])(=O)C.[Pd+2].C([O-])(=O)C.O.C(O)C.C(COC)OC. The product is [CH3:9][O:8][C:7]1[C:2]([C:26]2[CH:25]=[CH:24][CH:23]=[C:22]([N+:19]([O-:21])=[O:20])[CH:27]=2)=[CH:3][C:4]([CH2:10][CH2:11][N:12]2[CH:17]=[CH:16][CH:15]=[CH:14][C:13]2=[O:18])=[CH:5][CH:6]=1. The yield is 0.310. (6) The product is [CH:67]1([C:6]([NH:8][C@H:9]([C:60]2[CH:65]=[CH:64][CH:63]=[CH:62][CH:61]=2)[C:10]([N:12]2[CH2:16][C@@H:15]([CH2:17][O:18][CH3:19])[CH2:14][C@H:13]2[C:20]2[NH:21][C:22]([C:25]3[CH:30]=[CH:29][C:28]([C:31]4[CH:32]=[CH:33][C:34]([C:37]5[NH:41][C:40]([C@@H:42]6[CH2:46][C@H:45]([S:47][CH3:48])[CH2:44][N:43]6[C:49](=[O:59])[C@@H:50]([NH:54][C:55](=[O:58])[O:56][CH3:57])[CH:51]([CH3:53])[CH3:52])=[N:39][CH:38]=5)=[CH:35][CH:36]=4)=[CH:27][CH:26]=3)=[CH:23][N:24]=2)=[O:11])=[O:7])[CH2:69][CH2:68]1. The yield is 0.200. The reactants are C(O[C:6]([NH:8][C@H:9]([C:60]1[CH:65]=[CH:64][CH:63]=[CH:62][CH:61]=1)[C:10]([N:12]1[CH2:16][C@@H:15]([CH2:17][O:18][CH3:19])[CH2:14][C@H:13]1[C:20]1[NH:21][C:22]([C:25]2[CH:30]=[CH:29][C:28]([C:31]3[CH:36]=[CH:35][C:34]([C:37]4[NH:41][C:40]([C@@H:42]5[CH2:46][C@H:45]([S:47][CH3:48])[CH2:44][N:43]5[C:49](=[O:59])[C@@H:50]([NH:54][C:55](=[O:58])[O:56][CH3:57])[CH:51]([CH3:53])[CH3:52])=[N:39][CH:38]=4)=[CH:33][CH:32]=3)=[CH:27][CH:26]=2)=[CH:23][N:24]=1)=[O:11])=[O:7])(C)(C)C.Cl.[CH:67]1(C(O)=O)[CH2:69][CH2:68]1.CCOC(C(C#N)=NOC(N1CCOCC1)=[N+](C)C)=O.F[P-](F)(F)(F)(F)F.CCN(C(C)C)C(C)C. The catalyst is C(Cl)Cl.CO.CCOC(C)=O.CN(C=O)C.CO.